Dataset: Catalyst prediction with 721,799 reactions and 888 catalyst types from USPTO. Task: Predict which catalyst facilitates the given reaction. (1) Reactant: [Cl:1][C:2]1[C:11]2[C:6](=[CH:7][C:8]([O:12][CH3:13])=[CH:9][CH:10]=2)[C:5]([NH2:14])=[CH:4][N:3]=1.[C:15](Cl)(=[O:22])[C:16]1[CH:21]=[CH:20][CH:19]=[CH:18][CH:17]=1.O. Product: [Cl:1][C:2]1[C:11]2[C:6](=[CH:7][C:8]([O:12][CH3:13])=[CH:9][CH:10]=2)[C:5]([NH:14][C:15](=[O:22])[C:16]2[CH:21]=[CH:20][CH:19]=[CH:18][CH:17]=2)=[CH:4][N:3]=1. The catalyst class is: 17. (2) Reactant: [Cl:1][C:2]1[CH:10]=[C:9]2[C:5]([CH:6]=[CH:7][NH:8]2)=[CH:4][C:3]=1B1OCC(C)(C)CO1.CN(C=O)C.[C:24]([O-:27])([O-])=O.[K+].[K+].Br[C:31]1[CH:36]=[CH:35][C:34]([CH:37]2[CH2:40][NH:39][CH2:38]2)=[CH:33][CH:32]=1. Product: [NH:39]1[CH2:40][CH:37]([C:34]2[CH:35]=[CH:36][C:31]([C:3]3[CH:4]=[C:5]4[C:9](=[CH:10][C:2]=3[Cl:1])[NH:8][CH:7]=[C:6]4[CH:24]=[O:27])=[CH:32][CH:33]=2)[CH2:38]1. The catalyst class is: 75. (3) Reactant: [CH3:1][O:2][C:3]1[CH:4]=[C:5]([C:9]2[CH:14]=[CH:13][CH:12]=[C:11]([CH:15]=O)[CH:10]=2)[CH:6]=[CH:7][CH:8]=1.[CH2:17]([SH:21])[CH2:18][CH2:19][SH:20].C(=O)(O)[O-].[Na+]. Product: [CH3:1][O:2][C:3]1[CH:4]=[C:5]([C:9]2[CH:14]=[CH:13][CH:12]=[C:11]([CH:15]3[S:21][CH2:17][CH2:18][CH2:19][S:20]3)[CH:10]=2)[CH:6]=[CH:7][CH:8]=1. The catalyst class is: 4. (4) Reactant: C[O:2][C:3]([C:5]1[CH:6]=[N:7][C:8]([O:22][CH:23]2[CH2:27][CH2:26][CH2:25][CH2:24]2)=[C:9]([C:11]2[CH:16]=[C:15]([C:17]([F:20])([F:19])[F:18])[CH:14]=[CH:13][C:12]=2[Cl:21])[CH:10]=1)=[O:4].O.[OH-].[Na+]. Product: [Cl:21][C:12]1[CH:13]=[CH:14][C:15]([C:17]([F:18])([F:20])[F:19])=[CH:16][C:11]=1[C:9]1[CH:10]=[C:5]([C:3]([OH:4])=[O:2])[CH:6]=[N:7][C:8]=1[O:22][CH:23]1[CH2:27][CH2:26][CH2:25][CH2:24]1. The catalyst class is: 12. (5) Reactant: O[CH2:2][C:3]1[N:7]([CH2:8][C:9]([O:11][CH2:12][CH3:13])=[O:10])[N:6]=[C:5]([N+:14]([O-:16])=[O:15])[CH:4]=1.O=S(Cl)[Cl:19]. Product: [Cl:19][CH2:2][C:3]1[N:7]([CH2:8][C:9]([O:11][CH2:12][CH3:13])=[O:10])[N:6]=[C:5]([N+:14]([O-:16])=[O:15])[CH:4]=1. The catalyst class is: 22. (6) Reactant: [CH3:1][N:2]([C@H:15]1[CH2:19][CH2:18][N:17]([CH2:20][C:21]2[CH:26]=[CH:25][N:24]=[C:23]([C:27]3[CH:32]=[C:31]([O:33][CH3:34])[C:30]([O:35][CH3:36])=[C:29]([O:37][CH3:38])[CH:28]=3)[CH:22]=2)[CH2:16]1)S(C1C=CC=CC=1[N+]([O-])=O)(=O)=O.C(=O)([O-])[O-].[K+].[K+].C1(S)C=CC=CC=1.C(OCC)(=O)C. Product: [CH3:1][NH:2][C@H:15]1[CH2:19][CH2:18][N:17]([CH2:20][C:21]2[CH:26]=[CH:25][N:24]=[C:23]([C:27]3[CH:28]=[C:29]([O:37][CH3:38])[C:30]([O:35][CH3:36])=[C:31]([O:33][CH3:34])[CH:32]=3)[CH:22]=2)[CH2:16]1. The catalyst class is: 10.